From a dataset of Forward reaction prediction with 1.9M reactions from USPTO patents (1976-2016). Predict the product of the given reaction. (1) Given the reactants [C:1]([O:5][C:6]([N:8]1[CH2:12][CH2:11][C@H:10]([NH2:13])[CH2:9]1)=[O:7])([CH3:4])([CH3:3])[CH3:2].[Cl:14][C:15]1[C:20](Br)=[CH:19][CH:18]=[CH:17][C:16]=1[O:22][CH3:23].C1C=CC(P(C2C(C3C(P(C4C=CC=CC=4)C4C=CC=CC=4)=CC=C4C=3C=CC=C4)=C3C(C=CC=C3)=CC=2)C2C=CC=CC=2)=CC=1.CC(C)([O-])C.[Na+], predict the reaction product. The product is: [C:1]([O:5][C:6]([N:8]1[CH2:12][CH2:11][C@H:10]([NH:13][C:19]2[CH:18]=[CH:17][C:16]([O:22][CH3:23])=[C:15]([Cl:14])[CH:20]=2)[CH2:9]1)=[O:7])([CH3:4])([CH3:2])[CH3:3]. (2) Given the reactants Br.[NH2:2][C@@H:3]1[CH2:8][CH2:7][CH2:6][N:5]([O:9][CH2:10][C:11]2[CH:16]=[CH:15][CH:14]=[CH:13][CH:12]=2)[C:4]1=[O:17].[Cl:18][C:19]1[CH:35]=[CH:34][C:22]([O:23][C:24]2[CH:29]=[CH:28][C:27]([S:30](Cl)(=[O:32])=[O:31])=[CH:26][CH:25]=2)=[CH:21][CH:20]=1, predict the reaction product. The product is: [CH2:10]([O:9][N:5]1[CH2:6][CH2:7][CH2:8][C@@H:3]([NH:2][S:30]([C:27]2[CH:28]=[CH:29][C:24]([O:23][C:22]3[CH:34]=[CH:35][C:19]([Cl:18])=[CH:20][CH:21]=3)=[CH:25][CH:26]=2)(=[O:31])=[O:32])[C:4]1=[O:17])[C:11]1[CH:16]=[CH:15][CH:14]=[CH:13][CH:12]=1. (3) Given the reactants CS(O[CH2:6][C:7]1[CH:12]=[CH:11][C:10]([CH2:13][CH2:14][NH:15][C:16]([C:18]2[CH:23]=[CH:22][C:21]([C:24]3[CH:29]=[CH:28][C:27]([Cl:30])=[CH:26][CH:25]=3)=[CH:20][CH:19]=2)=[O:17])=[CH:9][CH:8]=1)(=O)=O.[CH2:31]1[C:40]2[C:35](=[CH:36][CH:37]=[CH:38][CH:39]=2)[CH2:34][CH2:33][NH:32]1, predict the reaction product. The product is: [CH2:31]1[C:40]2[C:35](=[CH:36][CH:37]=[CH:38][CH:39]=2)[CH2:34][CH2:33][N:32]1[CH2:6][C:7]1[CH:12]=[CH:11][C:10]([CH2:13][CH2:14][NH:15][C:16]([C:18]2[CH:23]=[CH:22][C:21]([C:24]3[CH:29]=[CH:28][C:27]([Cl:30])=[CH:26][CH:25]=3)=[CH:20][CH:19]=2)=[O:17])=[CH:9][CH:8]=1. (4) Given the reactants [NH2:1][C:2]1[C:3]([Cl:9])=[N:4][CH:5]=[C:6]([Br:8])[CH:7]=1.[C:10]([C:13]1[CH:18]=[CH:17][C:16]([S:19](Cl)(=[O:21])=[O:20])=[CH:15][CH:14]=1)(=[O:12])[CH3:11].C([O-])([O-])=O.[K+].[K+], predict the reaction product. The product is: [C:10]([C:13]1[CH:14]=[CH:15][C:16]([S:19]([NH:1][C:2]2[C:3]([Cl:9])=[N:4][CH:5]=[C:6]([Br:8])[CH:7]=2)(=[O:21])=[O:20])=[CH:17][CH:18]=1)(=[O:12])[CH3:11]. (5) Given the reactants [C:1]([O:5][C:6]([NH:8][CH:9]([C:27](=[O:31])[N:28]([CH3:30])[CH3:29])[CH2:10][C:11]1[CH:26]=[CH:25][C:14]([O:15][C:16]2[CH:24]=[CH:23][C:19]([C:20]([OH:22])=O)=[CH:18][N:17]=2)=[CH:13][CH:12]=1)=[O:7])([CH3:4])([CH3:3])[CH3:2].CN1CCOCC1.Cl.[NH2:40][OH:41].C(O)(=O)C, predict the reaction product. The product is: [C:1]([O:5][C:6](=[O:7])[NH:8][CH:9]([C:27](=[O:31])[N:28]([CH3:29])[CH3:30])[CH2:10][C:11]1[CH:26]=[CH:25][C:14]([O:15][C:16]2[CH:24]=[CH:23][C:19]([C:20](=[O:22])[NH:40][OH:41])=[CH:18][N:17]=2)=[CH:13][CH:12]=1)([CH3:4])([CH3:2])[CH3:3]. (6) Given the reactants Br[C:2]1[CH:16]=[C:15]([F:17])[C:14]([O:18][CH3:19])=[CH:13][C:3]=1[O:4][C:5]1[CH:12]=[CH:11][C:8]([C:9]#[N:10])=[CH:7][CH:6]=1.C(=O)([O-])[O-].[Na+].[Na+].O.C(OCC)C, predict the reaction product. The product is: [F:17][C:15]1[C:14]([O:18][CH3:19])=[CH:13][C:3]2[O:4][C:5]3[CH:12]=[CH:11][C:8]([C:9]#[N:10])=[CH:7][C:6]=3[C:2]=2[CH:16]=1. (7) Given the reactants [C:1]([C:5]1[O:9][N:8]=[C:7]([C:10]2[CH:15]=[C:14](Cl)[C:13]([CH:17]3[CH2:19][CH2:18]3)=[CH:12][N:11]=2)[N:6]=1)([CH3:4])([CH3:3])[CH3:2].[O:20]1[CH2:23][CH:22]([CH2:24][OH:25])[CH2:21]1, predict the reaction product. The product is: [C:1]([C:5]1[O:9][N:8]=[C:7]([C:10]2[CH:15]=[C:14]([O:25][CH2:24][CH:22]3[CH2:23][O:20][CH2:21]3)[C:13]([CH:17]3[CH2:19][CH2:18]3)=[CH:12][N:11]=2)[N:6]=1)([CH3:4])([CH3:3])[CH3:2]. (8) Given the reactants [Br:1][C:2]1[CH:3]=[C:4]([CH:8]=O)[CH:5]=[N:6][CH:7]=1.[CH2:10]([S:12]([NH2:15])(=[O:14])=[O:13])[CH3:11].[F:16][C:17]1[CH:22]=[CH:21][C:20]([Mg]Br)=[CH:19][CH:18]=1, predict the reaction product. The product is: [Br:1][C:2]1[CH:3]=[C:4]([CH:8]([C:20]2[CH:21]=[CH:22][C:17]([F:16])=[CH:18][CH:19]=2)[NH:15][S:12]([CH2:10][CH3:11])(=[O:14])=[O:13])[CH:5]=[N:6][CH:7]=1. (9) Given the reactants [C:1]([C@@H:4]([NH:28]C(=O)OCC1C=CC=CC=1)[CH2:5][C@H:6]1[CH2:17][CH2:16][C:15]2[S:14][C:13]3[N:12]=[CH:11][N:10]=[C:9]([O:18][CH:19]4[CH2:24][CH2:23][CH:22]([N:25]([CH3:27])[CH3:26])[CH2:21][CH2:20]4)[C:8]=3[C:7]1=2)(=[O:3])[NH2:2].Cl, predict the reaction product. The product is: [NH2:28][C@@H:4]([CH2:5][C@H:6]1[CH2:17][CH2:16][C:15]2[S:14][C:13]3[N:12]=[CH:11][N:10]=[C:9]([O:18][CH:19]4[CH2:20][CH2:21][CH:22]([N:25]([CH3:26])[CH3:27])[CH2:23][CH2:24]4)[C:8]=3[C:7]1=2)[C:1]([NH2:2])=[O:3].